From a dataset of Catalyst prediction with 721,799 reactions and 888 catalyst types from USPTO. Predict which catalyst facilitates the given reaction. (1) Reactant: [CH3:1][O:2][C:3]1[CH:8]=[CH:7][C:6]([C:9]2[S:13][C:12]([C:14]3[CH:23]=[C:22]4[C:17]([CH2:18][CH2:19][CH2:20][NH:21]4)=[CH:16][CH:15]=3)=[N:11][C:10]=2[C:24]([OH:26])=[O:25])=[CH:5][CH:4]=1.[S:27]1[C:31]2[CH:32]=[CH:33][CH:34]=[CH:35][C:30]=2[N:29]=[C:28]1[NH:36][C:37](N1C=CN=C1)=[O:38].CN(C=O)C.CCOC(C)=O. Product: [S:27]1[C:31]2[CH:32]=[CH:33][CH:34]=[CH:35][C:30]=2[N:29]=[C:28]1[NH:36][C:37]([N:21]1[C:22]2[C:17](=[CH:16][CH:15]=[C:14]([C:12]3[S:13][C:9]([C:6]4[CH:7]=[CH:8][C:3]([O:2][CH3:1])=[CH:4][CH:5]=4)=[C:10]([C:24]([OH:26])=[O:25])[N:11]=3)[CH:23]=2)[CH2:18][CH2:19][CH2:20]1)=[O:38]. The catalyst class is: 6. (2) Reactant: COC1C=CC(C[N:8]2[CH2:45][CH2:44][C:11]3[N:12]=[C:13]([NH:29][C@@H:30]4[CH2:35][CH2:34][CH2:33][CH2:32][C@@H:31]4[NH:36]C(=O)OC(C)(C)C)[N:14]=[C:15]([NH:16][C:17]4[CH:22]=[CH:21][CH:20]=[C:19]([C:23]5[N:28]=[CH:27][CH:26]=[CH:25][N:24]=5)[CH:18]=4)[C:10]=3[C:9]2=[O:46])=CC=1. Product: [NH2:36][C@H:31]1[CH2:32][CH2:33][CH2:34][CH2:35][C@H:30]1[NH:29][C:13]1[N:14]=[C:15]([NH:16][C:17]2[CH:22]=[CH:21][CH:20]=[C:19]([C:23]3[N:24]=[CH:25][CH:26]=[CH:27][N:28]=3)[CH:18]=2)[C:10]2[C:9](=[O:46])[NH:8][CH2:45][CH2:44][C:11]=2[N:12]=1. The catalyst class is: 67. (3) Reactant: Br[C:2]1[C:7]([F:8])=[C:6]([F:9])[CH:5]=[C:4]([F:10])[C:3]=1[F:11].N#N.[CH3:14][CH2:15][OH:16].[Li][CH:18](CC)C.C1CCCCC1.B(F)(F)F.C(OCC)C. Product: [F:11][C:3]1[C:4]([F:10])=[CH:5][C:6]([F:9])=[C:7]([F:8])[C:2]=1[CH2:14][C@H:15]([OH:16])[CH3:18]. The catalyst class is: 1. (4) Reactant: [F:1][C:2]1[CH:11]=[CH:10][C:9]2[CH:12]=[CH:13][C:14](=[O:15])[N:7]3[C:8]=2[C:3]=1[CH:4]([CH:16]=O)[CH2:5][CH2:6]3.C(O)(=O)C.[O:22]1[C:31]2[CH:30]=[C:29]([CH2:32][N:33]([CH:41]3[CH2:46][CH2:45][NH:44][CH2:43][CH2:42]3)C(=O)OC(C)(C)C)[N:28]=[CH:27][C:26]=2[O:25][CH2:24][CH2:23]1.C(O)(C(F)(F)F)=O.[Cl:54]CCl. Product: [ClH:54].[O:22]1[C:31]2[CH:30]=[C:29]([CH2:32][NH:33][CH:41]3[CH2:46][CH2:45][N:44]([CH2:16][CH:4]4[C:3]5[C:8]6=[C:9]([CH:12]=[CH:13][C:14](=[O:15])[N:7]6[CH2:6][CH2:5]4)[CH:10]=[CH:11][C:2]=5[F:1])[CH2:43][CH2:42]3)[N:28]=[CH:27][C:26]=2[O:25][CH2:24][CH2:23]1. The catalyst class is: 5. (5) Reactant: [Br:1][CH:2]([CH2:6][CH:7]([CH3:9])[CH3:8])[C:3](O)=[O:4].[CH3:10][N:11]1[C@@H]2CC3C=CC(OC)=C4O[C@H]5[C@@H](O)C=C[C@@H]2[C@]5(C=34)CC1.C(OC(Cl)=O)C(C)C. Product: [Br:1][CH:2]([CH2:6][CH:7]([CH3:9])[CH3:8])[C:3]([NH:11][CH3:10])=[O:4]. The catalyst class is: 1. (6) Reactant: Cl.[CH:2]([C:4]1[C:12]2[C:7](=[CH:8][C:9]([O:13][CH3:14])=[CH:10][CH:11]=2)[N:6]([C:15](OC(C)(C)C)=O)[N:5]=1)=[O:3].[CH2:22]1CCN2C(=NCCC2)C[CH2:23]1.ICCC. Product: [CH3:14][O:13][C:9]1[CH:8]=[C:7]2[C:12]([C:4]([CH:2]=[O:3])=[N:5][N:6]2[CH2:15][CH2:22][CH3:23])=[CH:11][CH:10]=1. The catalyst class is: 887. (7) Reactant: [C:1]1([N:7]2[CH2:12][CH2:11][N:10]([C:13]([C@H:15]3[CH2:22][CH2:21][C:18]4([CH2:20][CH2:19]4)[CH2:17][C@@H:16]3[C:23]([OH:25])=O)=[O:14])[CH2:9][CH2:8]2)[CH:6]=[CH:5][CH:4]=[CH:3][CH:2]=1.Cl.NO.F[P-](F)(F)(F)(F)F.[N:36]1([O:45][P+](N(C)C)(N(C)C)N(C)C)C2C=CC=CC=2N=N1.CCN(C(C)C)C(C)C. Product: [OH:45][NH:36][C:23]([C@@H:16]1[C@@H:15]([C:13]([N:10]2[CH2:9][CH2:8][N:7]([C:1]3[CH:6]=[CH:5][CH:4]=[CH:3][CH:2]=3)[CH2:12][CH2:11]2)=[O:14])[CH2:22][CH2:21][C:18]2([CH2:19][CH2:20]2)[CH2:17]1)=[O:25]. The catalyst class is: 3.